Dataset: Kir2.1 potassium channel HTS with 301,493 compounds. Task: Binary Classification. Given a drug SMILES string, predict its activity (active/inactive) in a high-throughput screening assay against a specified biological target. (1) The compound is Clc1ccc(OCCN2CCN(CC2)c2ncc(S(=O)(=O)N)cc2)cc1. The result is 0 (inactive). (2) The compound is S(=O)(=O)(Nc1nc2c(nc1)cccc2)c1ccc(N)cc1. The result is 0 (inactive). (3) The drug is O(c1ccc(C2n3[nH]c(nc3=NC(C2)c2ccccc2)N)cc1)C. The result is 0 (inactive). (4) The compound is Clc1cc(NC(=O)Nc2nccnc2)ccc1F. The result is 0 (inactive).